This data is from NCI-60 drug combinations with 297,098 pairs across 59 cell lines. The task is: Regression. Given two drug SMILES strings and cell line genomic features, predict the synergy score measuring deviation from expected non-interaction effect. (1) Drug 2: C1C(C(OC1N2C=NC3=C2NC=NCC3O)CO)O. Cell line: HCT-15. Drug 1: C1=NC2=C(N1)C(=S)N=C(N2)N. Synergy scores: CSS=31.2, Synergy_ZIP=-3.12, Synergy_Bliss=-2.98, Synergy_Loewe=-33.3, Synergy_HSA=-3.83. (2) Drug 1: C1=NC(=NC(=O)N1C2C(C(C(O2)CO)O)O)N. Drug 2: C#CCC(CC1=CN=C2C(=N1)C(=NC(=N2)N)N)C3=CC=C(C=C3)C(=O)NC(CCC(=O)O)C(=O)O. Cell line: T-47D. Synergy scores: CSS=-2.31, Synergy_ZIP=1.01, Synergy_Bliss=3.64, Synergy_Loewe=-2.73, Synergy_HSA=-3.01. (3) Drug 1: CCC1(CC2CC(C3=C(CCN(C2)C1)C4=CC=CC=C4N3)(C5=C(C=C6C(=C5)C78CCN9C7C(C=CC9)(C(C(C8N6C=O)(C(=O)OC)O)OC(=O)C)CC)OC)C(=O)OC)O.OS(=O)(=O)O. Drug 2: C1CC(C1)(C(=O)O)C(=O)O.[NH2-].[NH2-].[Pt+2]. Cell line: NCI-H226. Synergy scores: CSS=14.4, Synergy_ZIP=-5.06, Synergy_Bliss=-5.20, Synergy_Loewe=-64.3, Synergy_HSA=-4.26. (4) Drug 1: CC1C(C(CC(O1)OC2CC(CC3=C2C(=C4C(=C3O)C(=O)C5=C(C4=O)C(=CC=C5)OC)O)(C(=O)CO)O)N)O.Cl. Drug 2: CCCCC(=O)OCC(=O)C1(CC(C2=C(C1)C(=C3C(=C2O)C(=O)C4=C(C3=O)C=CC=C4OC)O)OC5CC(C(C(O5)C)O)NC(=O)C(F)(F)F)O. Cell line: 786-0. Synergy scores: CSS=58.1, Synergy_ZIP=-0.668, Synergy_Bliss=-1.64, Synergy_Loewe=-0.498, Synergy_HSA=1.10.